The task is: Predict the product of the given reaction.. This data is from Forward reaction prediction with 1.9M reactions from USPTO patents (1976-2016). (1) Given the reactants Br[C:2]1[CH:3]=[C:4]([C:8]2[N:17]=[C:16]([C:18]([O:20][CH2:21][CH3:22])=[O:19])[C:15]3[C:10](=[CH:11][C:12]([F:23])=[CH:13][CH:14]=3)[N:9]=2)[CH:5]=[CH:6][CH:7]=1.[CH3:24][C:25]1[O:29][C:28]([C@@:30]([OH:34])([C:32]#[CH:33])[CH3:31])=[N:27][CH:26]=1, predict the reaction product. The product is: [F:23][C:12]1[CH:11]=[C:10]2[C:15]([C:16]([C:18]([O:20][CH2:21][CH3:22])=[O:19])=[N:17][C:8]([C:4]3[CH:5]=[CH:6][CH:7]=[C:2]([C:33]#[C:32][C@:30]([OH:34])([C:28]4[O:29][C:25]([CH3:24])=[CH:26][N:27]=4)[CH3:31])[CH:3]=3)=[N:9]2)=[CH:14][CH:13]=1. (2) Given the reactants [CH:1]([N:4]1[C:13](OS(C(F)(F)F)(=O)=O)=[C:12]2[C:6]([CH2:7][C:8]([CH3:25])([CH3:24])[NH:9][C:10]([CH3:23])([CH3:22])[CH2:11]2)=[N:5]1)([CH3:3])[CH3:2].[F:26][C:27]1[CH:32]=[CH:31][C:30](B(O)O)=[CH:29][CH:28]=1, predict the reaction product. The product is: [F:26][C:27]1[CH:32]=[CH:31][C:30]([C:13]2[N:4]([CH:1]([CH3:2])[CH3:3])[N:5]=[C:6]3[C:12]=2[CH2:11][C:10]([CH3:22])([CH3:23])[NH:9][C:8]([CH3:24])([CH3:25])[CH2:7]3)=[CH:29][CH:28]=1. (3) Given the reactants COC(C)(C)C.[Br:7][C:8]1[CH:15]=[CH:14][C:13]([N+:16]([O-:18])=[O:17])=[CH:12][C:9]=1[CH2:10][NH2:11].C(=O)([O-])O.[Na+].[C:24](O[C:24]([O:26][C:27]([CH3:30])([CH3:29])[CH3:28])=[O:25])([O:26][C:27]([CH3:30])([CH3:29])[CH3:28])=[O:25], predict the reaction product. The product is: [C:27]([O:26][C:24](=[O:25])[NH:11][CH2:10][C:9]1[CH:12]=[C:13]([N+:16]([O-:18])=[O:17])[CH:14]=[CH:15][C:8]=1[Br:7])([CH3:30])([CH3:29])[CH3:28]. (4) The product is: [Br:1][C:2]1[C:3]([F:28])=[CH:4][C:5]2[O:11][CH2:10][CH2:9][N:8]3[C:12]([CH:18]([C:20]4[C:21]([CH3:26])=[N:22][N:23]([CH3:25])[CH:24]=4)[OH:19])=[C:13]([C:15]([NH2:30])=[O:17])[N:14]=[C:7]3[C:6]=2[CH:27]=1. Given the reactants [Br:1][C:2]1[C:3]([F:28])=[CH:4][C:5]2[O:11][CH2:10][CH2:9][N:8]3[C:12]([CH:18]([C:20]4[C:21]([CH3:26])=[N:22][N:23]([CH3:25])[CH:24]=4)[OH:19])=[C:13]([C:15]([OH:17])=O)[N:14]=[C:7]3[C:6]=2[CH:27]=1.[Cl-].[NH4+:30], predict the reaction product. (5) Given the reactants [Cl:1][C:2]1[N:7]=[C:6]([CH2:8][C:9]([C:11]2[C:12]([F:29])=[C:13]([NH:17][S:18]([C:21]3[CH:26]=[C:25]([F:27])[CH:24]=[CH:23][C:22]=3[F:28])(=[O:20])=[O:19])[CH:14]=[CH:15][CH:16]=2)=O)[CH:5]=[CH:4][N:3]=1.[NH2:30][C:31]([CH:33]1[CH2:38][CH2:37][N:36]([C:39]([O:41][C:42]([CH3:45])([CH3:44])[CH3:43])=[O:40])[CH2:35][CH2:34]1)=[S:32], predict the reaction product. The product is: [Cl:1][C:2]1[N:7]=[C:6]([C:8]2[S:32][C:31]([CH:33]3[CH2:38][CH2:37][N:36]([C:39]([O:41][C:42]([CH3:45])([CH3:44])[CH3:43])=[O:40])[CH2:35][CH2:34]3)=[N:30][C:9]=2[C:11]2[CH:16]=[CH:15][CH:14]=[C:13]([NH:17][S:18]([C:21]3[CH:26]=[C:25]([F:27])[CH:24]=[CH:23][C:22]=3[F:28])(=[O:20])=[O:19])[C:12]=2[F:29])[CH:5]=[CH:4][N:3]=1. (6) Given the reactants C([O:8][C:9]1[CH:14]=[CH:13][C:12]([CH:15]=[C:16]2[CH2:25][CH2:24][C:19]3(OCC[O:20]3)[CH2:18][CH2:17]2)=[CH:11][CH:10]=1)C1C=CC=CC=1, predict the reaction product. The product is: [OH:8][C:9]1[CH:10]=[CH:11][C:12]([CH2:15][CH:16]2[CH2:25][CH2:24][C:19](=[O:20])[CH2:18][CH2:17]2)=[CH:13][CH:14]=1. (7) Given the reactants [CH2:1]([O:3][C:4](=[O:21])[CH2:5][S:6]([C:9]1[CH:14]=[CH:13][C:12]([O:15][CH2:16][CH2:17][CH:18]([CH3:20])[CH3:19])=[CH:11][CH:10]=1)(=[O:8])=[O:7])[CH3:2].[CH2:22]([N:26]([CH2:30][CH2:31]Cl)[CH2:27][CH2:28]Cl)[CH2:23][CH2:24][CH3:25], predict the reaction product. The product is: [CH2:1]([O:3][C:4]([C:5]1([S:6]([C:9]2[CH:10]=[CH:11][C:12]([O:15][CH2:16][CH2:17][CH:18]([CH3:20])[CH3:19])=[CH:13][CH:14]=2)(=[O:7])=[O:8])[CH2:31][CH2:30][N:26]([CH2:22][CH2:23][CH2:24][CH3:25])[CH2:27][CH2:28]1)=[O:21])[CH3:2]. (8) Given the reactants [CH:1]1([C:4]([N:6]2[CH2:10][CH2:9][C@@H:8]([CH2:11][NH:12][C:13]3[C:18]([NH2:19])=[CH:17][CH:16]=[CH:15][N:14]=3)[CH2:7]2)=[O:5])[CH2:3][CH2:2]1.[NH:20]1[C:28]2[C:23](=[CH:24][CH:25]=[C:26]([C:29]3[CH:36]=[CH:35][C:32]([CH:33]=O)=[CH:31][CH:30]=3)[CH:27]=2)[CH:22]=[CH:21]1, predict the reaction product. The product is: [CH:1]1([C:4]([N:6]2[CH2:10][CH2:9][C@@H:8]([CH2:11][N:12]3[C:13]4=[N:14][CH:15]=[CH:16][CH:17]=[C:18]4[N:19]=[C:33]3[C:32]3[CH:35]=[CH:36][C:29]([C:26]4[CH:27]=[C:28]5[C:23]([CH:22]=[CH:21][NH:20]5)=[CH:24][CH:25]=4)=[CH:30][CH:31]=3)[CH2:7]2)=[O:5])[CH2:3][CH2:2]1.